This data is from Full USPTO retrosynthesis dataset with 1.9M reactions from patents (1976-2016). The task is: Predict the reactants needed to synthesize the given product. (1) Given the product [C:14]([O:13][CH2:12][CH2:11][N:4]([CH2:3][C:1]#[N:2])[CH2:5][CH2:6][C:7]([O:9][CH3:10])=[O:8])(=[O:16])[CH3:15], predict the reactants needed to synthesize it. The reactants are: [C:1]([CH2:3][N:4]([CH2:11][CH2:12][OH:13])[CH2:5][CH2:6][C:7]([O:9][CH3:10])=[O:8])#[N:2].[C:14](OCCN(C#N)CC(C)C(OC)=O)(=[O:16])[CH3:15]. (2) Given the product [F:1][C:2]1[CH:3]=[CH:4][C:5]([C:8]2[N:9]=[C:10]([CH2:13][CH2:14][NH2:15])[S:11][CH:12]=2)=[CH:6][CH:7]=1, predict the reactants needed to synthesize it. The reactants are: [F:1][C:2]1[CH:7]=[CH:6][C:5]([C:8]2[N:9]=[C:10]([CH2:13][C:14]#[N:15])[S:11][CH:12]=2)=[CH:4][CH:3]=1.CO.Cl. (3) Given the product [NH2:23][C:24]1[CH:25]=[CH:26][N:27]=[C:28]([NH:3][CH2:4][CH2:5][NH:6][C:7]2[C:8]3[CH2:18][CH2:17][CH2:16][C:15]4[CH:19]=[CH:20][CH:21]=[CH:22][C:14]=4[C:9]=3[N:10]=[C:11]([NH2:13])[N:12]=2)[N:29]=1, predict the reactants needed to synthesize it. The reactants are: Cl.Cl.[NH2:3][CH2:4][CH2:5][NH:6][C:7]1[C:8]2[CH2:18][CH2:17][CH2:16][C:15]3[CH:19]=[CH:20][CH:21]=[CH:22][C:14]=3[C:9]=2[N:10]=[C:11]([NH2:13])[N:12]=1.[NH2:23][C:24]1[N:29]=[C:28](Cl)[N:27]=[CH:26][CH:25]=1. (4) Given the product [CH2:1]([N:3]([CH2:29][C:30]1[CH:31]=[CH:32][C:33]([O:36][CH2:39][CH2:40][N:42]2[CH2:46][CH2:45][CH2:44][CH2:43]2)=[CH:34][CH:35]=1)[C:4]1[CH:9]=[C:8]([O:10][CH3:11])[CH:7]=[CH:6][C:5]=1[CH:12]1[CH2:21][CH2:20][C:19]2[CH:18]=[C:17]([OH:22])[CH:16]=[CH:15][C:14]=2[CH2:13]1)[CH3:2], predict the reactants needed to synthesize it. The reactants are: [CH2:1]([N:3]([C:29](=O)[C:30]1[CH:35]=[CH:34][C:33]([OH:36])=[CH:32][CH:31]=1)[C:4]1[CH:9]=[C:8]([O:10][CH3:11])[CH:7]=[CH:6][C:5]=1[CH:12]1[CH2:21][CH2:20][C:19]2[CH:18]=[C:17]([O:22]C(=O)C(C)(C)C)[CH:16]=[CH:15][C:14]=2[CH2:13]1)[CH3:2].Cl[CH2:39][C:40]([N:42]1[CH2:46][CH2:45][CH2:44][CH2:43]1)=O. (5) Given the product [CH3:1][O:2][C:3]1[CH:4]=[CH:5][C:6]2[O:10][CH:9]=[C:8]([CH2:11][CH2:12][N:29]3[CH2:30][CH2:31][N:26]([C:24]4[CH:25]=[C:16]([F:15])[CH:17]=[C:18]5[C:23]=4[N:22]=[CH:21][CH:20]=[CH:19]5)[CH2:27][CH2:28]3)[C:7]=2[CH:14]=1, predict the reactants needed to synthesize it. The reactants are: [CH3:1][O:2][C:3]1[CH:4]=[CH:5][C:6]2[O:10][CH:9]=[C:8]([CH2:11][CH2:12]I)[C:7]=2[CH:14]=1.[F:15][C:16]1[CH:17]=[C:18]2[C:23](=[C:24]([N:26]3[CH2:31][CH2:30][NH:29][CH2:28][CH2:27]3)[CH:25]=1)[N:22]=[CH:21][CH:20]=[CH:19]2. (6) Given the product [Cl:1][C:2]1[CH:7]=[CH:6][C:5]([N:8]2[C:13](=[O:14])[C:12]3[CH:15]=[N:16][N:17]([C:18]4[CH:19]=[CH:20][CH:21]=[CH:22][CH:23]=4)[C:11]=3[N:10]=[C:9]2[C:24]2[CH:29]=[CH:28][C:27]([C:30]3[NH:38][N:33]=[CH:32][CH:31]=3)=[CH:26][CH:25]=2)=[CH:4][CH:3]=1, predict the reactants needed to synthesize it. The reactants are: [Cl:1][C:2]1[CH:7]=[CH:6][C:5]([N:8]2[C:13](=[O:14])[C:12]3[CH:15]=[N:16][N:17]([C:18]4[CH:23]=[CH:22][CH:21]=[CH:20][CH:19]=4)[C:11]=3[N:10]=[C:9]2[C:24]2[CH:29]=[CH:28][C:27]([C:30](=O)[CH:31]=[CH:32][N:33](C)C)=[CH:26][CH:25]=2)=[CH:4][CH:3]=1.O.[NH2:38]N.Cl. (7) Given the product [CH:8]1([NH:9][C:10]([C:12]2[CH:17]=[C:16]([O:18][C:19]3[CH:24]=[CH:23][C:22]([NH:25][C:26]([NH:28][C:29]4[CH:30]=[C:31]5[C:32](=[CH:41][CH:42]=4)[N:54]([CH3:55])[N:53]=[CH:52]5)=[O:27])=[CH:21][CH:20]=3)[CH:15]=[CH:14][N:13]=2)=[O:11])[CH2:6][CH2:7]1, predict the reactants needed to synthesize it. The reactants are: N1([CH2:6][CH2:7][CH2:8][NH:9][C:10]([C:12]2[CH:17]=[C:16]([O:18][C:19]3[CH:24]=[CH:23][C:22]([NH:25][C:26]([NH:28][C:29]4[CH:42]=[CH:41][C:32]5OC(F)(F)OC(F)(F)[C:31]=5[CH:30]=4)=[O:27])=[CH:21][CH:20]=3)[CH:15]=[CH:14][N:13]=2)=[O:11])C=CN=C1.NCCCN1C=CN=C1.[CH3:52][N:53]1C2C(=CC(NC(NC3C=CC(OC4C=CN=C(C(N)=O)C=4)=CC=3)=O)=CC=2)[CH:55]=[N:54]1.FC1(F)OC2C=CC(NC(NC3C=CC(OC4C=CN=C(C(OC)=O)C=4)=CC=3)=O)=CC=2C(F)(F)O1.